Dataset: Forward reaction prediction with 1.9M reactions from USPTO patents (1976-2016). Task: Predict the product of the given reaction. (1) Given the reactants Cl[C:2]1[C:11]2[C:6](=[CH:7][C:8]([S:12]([N:15](CC3C=CC(OC)=CC=3OC)[C:16]3[S:17][CH:18]=[CH:19][N:20]=3)(=[O:14])=[O:13])=[CH:9][CH:10]=2)[C:5]([OH:32])=[CH:4][N:3]=1.[CH3:33][O:34][C:35]1[CH:40]=[C:39]([C:41]([F:44])([F:43])[F:42])[CH:38]=[CH:37][C:36]=1B(O)O, predict the reaction product. The product is: [OH:32][C:5]1[C:6]2[C:11](=[CH:10][CH:9]=[C:8]([S:12]([NH:15][C:16]3[S:17][CH:18]=[CH:19][N:20]=3)(=[O:14])=[O:13])[CH:7]=2)[C:2]([C:36]2[CH:37]=[CH:38][C:39]([C:41]([F:44])([F:43])[F:42])=[CH:40][C:35]=2[O:34][CH3:33])=[N:3][CH:4]=1. (2) Given the reactants C1(N)C(F)=C(F)C(F)=C(N)C=1F.[ClH:13].Cl.[NH:15]1[CH2:20][CH2:19][NH:18][CH2:17][CH:16]1[CH2:21][CH2:22]O, predict the reaction product. The product is: [ClH:13].[ClH:13].[N:18]12[CH2:17][CH:16]([CH2:21][CH2:22]1)[NH:15][CH2:20][CH2:19]2.[N:18]12[CH2:17][CH:16]([CH2:21][CH2:22]1)[NH:15][CH2:20][CH2:19]2.